This data is from Reaction yield outcomes from USPTO patents with 853,638 reactions. The task is: Predict the reaction yield, written as a fraction of the theoretical maximum amount of product (1.0 means a 100% yield; for example, 0.34 means a 34% yield). (1) The catalyst is O1CCCC1. The yield is 0.800. The reactants are [BH4-].[Li+].[CH:3]12[N:9]([C:10]([O:12][CH2:13][C:14]3[CH:19]=[CH:18][CH:17]=[CH:16][CH:15]=3)=[O:11])[CH:6]([CH2:7][CH2:8]1)[CH2:5][CH:4]2[C:20](OCC)=[O:21].C(OCC)(=O)C.CCCCCC. The product is [OH:21][CH2:20][CH:4]1[CH2:5][CH:6]2[N:9]([C:10]([O:12][CH2:13][C:14]3[CH:15]=[CH:16][CH:17]=[CH:18][CH:19]=3)=[O:11])[CH:3]1[CH2:8][CH2:7]2. (2) The catalyst is ClC(Cl)C. The product is [Cl:11][C:12]1[C:16]([CH:4]=[O:5])=[CH:15][NH:14][C:13]=1[C:17]([O:19][CH3:20])=[O:18].[Cl:11][C:12]1[CH:16]=[C:15]([CH:4]=[O:5])[NH:14][C:13]=1[C:17]([O:19][CH3:20])=[O:18]. The yield is 0.270. The reactants are CN([CH:4]=[O:5])C.O=P(Cl)(Cl)Cl.[Cl:11][C:12]1[CH:16]=[CH:15][NH:14][C:13]=1[C:17]([O:19][CH3:20])=[O:18]. (3) The reactants are [F:1][CH:2]([F:17])[CH2:3][NH:4][C@H:5]([CH3:16])[CH2:6][C:7]1[C:15]2[C:10](=[CH:11][CH:12]=[CH:13][CH:14]=2)[NH:9][CH:8]=1.[F:18][C:19]1[CH:26]=[C:25]([I:27])[CH:24]=[C:23]([F:28])[C:20]=1[CH:21]=O.C(O)(=O)C. The catalyst is C1(C)C=CC=CC=1. The product is [F:17][CH:2]([F:1])[CH2:3][N:4]1[C@H:5]([CH3:16])[CH2:6][C:7]2[C:15]3[C:10](=[CH:11][CH:12]=[CH:13][CH:14]=3)[NH:9][C:8]=2[C@H:21]1[C:20]1[C:19]([F:18])=[CH:26][C:25]([I:27])=[CH:24][C:23]=1[F:28]. The yield is 0.760. (4) The reactants are [F:1][C:2]1[CH:11]=[C:10]2[C:5]([CH:6]=[CH:7][C:8]([CH3:12])=[N:9]2)=[C:4]([N:13]2[CH2:18][CH2:17][N:16]([CH2:19][CH2:20][C:21]3[CH:26]=[CH:25][CH:24]=[C:23]([N+:27]([O-])=O)[CH:22]=3)[CH2:15][CH2:14]2)[CH:3]=1.[Cl-].[NH4+]. The catalyst is CO.O.[Fe]. The product is [F:1][C:2]1[CH:11]=[C:10]2[C:5]([CH:6]=[CH:7][C:8]([CH3:12])=[N:9]2)=[C:4]([N:13]2[CH2:14][CH2:15][N:16]([CH2:19][CH2:20][C:21]3[CH:22]=[C:23]([CH:24]=[CH:25][CH:26]=3)[NH2:27])[CH2:17][CH2:18]2)[CH:3]=1. The yield is 0.320. (5) The reactants are [C:1]([C:3]1[CH:12]=[C:11]2[C:6]([CH:7]=[CH:8][C:9]([NH:13][C:14](=[O:20])[O:15][C:16]([CH3:19])([CH3:18])[CH3:17])=[CH:10]2)=[CH:5][CH:4]=1)#[N:2].C1C(=O)N([Br:28])C(=O)C1.C([O-])([O-])=O.[K+].[K+]. The catalyst is CC#N. The product is [Br:28][C:10]1[C:11]2[C:6](=[CH:5][CH:4]=[C:3]([C:1]#[N:2])[CH:12]=2)[CH:7]=[CH:8][C:9]=1[NH:13][C:14](=[O:20])[O:15][C:16]([CH3:17])([CH3:19])[CH3:18]. The yield is 1.00.